From a dataset of Forward reaction prediction with 1.9M reactions from USPTO patents (1976-2016). Predict the product of the given reaction. (1) Given the reactants N#N.[NH:3]1[C:7]2[CH:8]=[CH:9][CH:10]=[CH:11][C:6]=2[N:5]=[C:4]1[C@H:12]([NH2:24])[CH2:13][C:14]1[CH:19]=[CH:18][C:17]([C:20]([F:23])([F:22])[F:21])=[CH:16][CH:15]=1.[C:25](N1C=CN=C1)(N1C=CN=C1)=[O:26].O, predict the reaction product. The product is: [F:21][C:20]([F:23])([F:22])[C:17]1[CH:18]=[CH:19][C:14]([CH2:13][C@@H:12]2[C:4]3=[N:5][C:6]4[CH:11]=[CH:10][CH:9]=[CH:8][C:7]=4[N:3]3[C:25](=[O:26])[NH:24]2)=[CH:15][CH:16]=1. (2) Given the reactants [Cl:1][C:2]1[C:3](=[O:33])[N:4]([CH2:21][CH2:22][C:23]2[CH:32]=[CH:31][C:26]([C:27]([O:29]C)=[O:28])=[CH:25][CH:24]=2)[C:5]([CH2:9][N:10]([C:12]2[CH:17]=[CH:16][CH:15]=[C:14]([CH:18]([CH3:20])[CH3:19])[CH:13]=2)[CH3:11])=[C:6]([Cl:8])[CH:7]=1.Cl.C(Cl)(Cl)Cl.O, predict the reaction product. The product is: [Cl:1][C:2]1[C:3](=[O:33])[N:4]([CH2:21][CH2:22][C:23]2[CH:24]=[CH:25][C:26]([C:27]([OH:29])=[O:28])=[CH:31][CH:32]=2)[C:5]([CH2:9][N:10]([C:12]2[CH:17]=[CH:16][CH:15]=[C:14]([CH:18]([CH3:19])[CH3:20])[CH:13]=2)[CH3:11])=[C:6]([Cl:8])[CH:7]=1. (3) Given the reactants [NH2:1][C:2]1[CH:7]=[CH:6][C:5]([C:8]2[C:16]3[C:11](=[CH:12][CH:13]=[C:14]([F:17])[CH:15]=3)[N:10]([S:18]([C:21]3[CH:26]=[CH:25][CH:24]=[CH:23][CH:22]=3)(=[O:20])=[O:19])[CH:9]=2)=[CH:4][C:3]=1[OH:27].C1C[O:31][CH2:30]C1, predict the reaction product. The product is: [F:17][C:14]1[CH:15]=[C:16]2[C:11](=[CH:12][CH:13]=1)[N:10]([S:18]([C:21]1[CH:26]=[CH:25][CH:24]=[CH:23][CH:22]=1)(=[O:20])=[O:19])[CH:9]=[C:8]2[C:5]1[CH:6]=[CH:7][C:2]2[NH:1][C:30](=[O:31])[O:27][C:3]=2[CH:4]=1. (4) Given the reactants P(Cl)(Cl)(Cl)=O.[CH2:6]([OH:9])[C:7]#[CH:8].[O:10]1[CH:15]=[CH:14][CH2:13][CH2:12][CH2:11]1, predict the reaction product. The product is: [CH2:6]([O:9][CH:11]1[CH2:12][CH2:13][CH2:14][CH2:15][O:10]1)[C:7]#[CH:8]. (5) Given the reactants C[C:2]([O-:5])(C)C.[K+].[CH3:7][N:8]1[C:16]2[C:11](=[C:12]([O:19]COCC[Si](C)(C)C)[CH:13]=[C:14]([CH:17]=[O:18])[CH:15]=2)[CH:10]=[CH:9]1.[NH:28](CCC#N)[C:29]1C=CC=[CH:31][CH:30]=1.Cl.[NH2:40][C:41]([NH2:43])=[NH:42], predict the reaction product. The product is: [CH3:2][OH:5].[NH4+:8].[OH-:18].[NH2:42][C:41]1[N:43]=[C:29]([NH2:28])[C:30]([CH2:17][C:14]2[CH:13]=[C:12]([OH:19])[C:11]3[CH:10]=[CH:9][N:8]([CH3:7])[C:16]=3[CH:15]=2)=[CH:31][N:40]=1.